Predict the product of the given reaction. From a dataset of Forward reaction prediction with 1.9M reactions from USPTO patents (1976-2016). Given the reactants [NH2:1][C:2]1[C:7]([NH2:8])=[C:6]([NH:9][C@@H:10]2[C@@H:15]3[CH2:16][C@@H:12]([CH:13]=[CH:14]3)[C@@H:11]2[C:17]([NH2:19])=[O:18])[C:5]([Br:20])=[CH:4][N:3]=1.[N:21]1([CH2:27][C:28]2[CH:35]=[CH:34][C:31]([CH:32]=O)=[CH:30][CH:29]=2)[CH2:26][CH2:25][O:24][CH2:23][CH2:22]1.C([O-])(=O)C.[NH4+], predict the reaction product. The product is: [Br:20][C:5]1[C:6]([NH:9][C@@H:10]2[C@@H:15]3[CH2:16][C@@H:12]([CH:13]=[CH:14]3)[C@@H:11]2[C:17]([NH2:19])=[O:18])=[C:7]2[N:8]=[C:32]([C:31]3[CH:30]=[CH:29][C:28]([CH2:27][N:21]4[CH2:26][CH2:25][O:24][CH2:23][CH2:22]4)=[CH:35][CH:34]=3)[NH:1][C:2]2=[N:3][CH:4]=1.